This data is from Forward reaction prediction with 1.9M reactions from USPTO patents (1976-2016). The task is: Predict the product of the given reaction. (1) Given the reactants [C:1](Cl)(=O)C.[Br:5][C:6]1[CH:11]=[CH:10][C:9]([CH:12]=[CH:13][C:14](=[O:18])[C:15]([OH:17])=[O:16])=[C:8]([F:19])[CH:7]=1, predict the reaction product. The product is: [CH3:1][O:16][C:15](=[O:17])[C:14](=[O:18])[CH:13]=[CH:12][C:9]1[CH:10]=[CH:11][C:6]([Br:5])=[CH:7][C:8]=1[F:19]. (2) Given the reactants [Cl:1][C:2]1[CH:10]=[CH:9][C:5]([C:6]([OH:8])=O)=[C:4]([O:11][CH3:12])[CH:3]=1.CN(C=O)C.Cl.[CH3:19][NH:20][O:21][CH3:22].C(N(C(C)C)CC)(C)C, predict the reaction product. The product is: [Cl:1][C:2]1[CH:10]=[CH:9][C:5]([C:6]([N:20]([O:21][CH3:22])[CH3:19])=[O:8])=[C:4]([O:11][CH3:12])[CH:3]=1. (3) Given the reactants [NH2:1][C:2]1[CH:3]=[C:4]([CH:9]=[C:10]([C:12]([F:15])([F:14])[F:13])[CH:11]=1)[C:5]([O:7][CH3:8])=[O:6].[OH2:16].[C:17]1(C)[CH:22]=[CH:21]C(S(O)(=O)=O)=[CH:19][CH:18]=1, predict the reaction product. The product is: [O:16]=[C:17]1[CH2:22][CH2:21][N:1]([C:2]2[CH:3]=[C:4]([CH:9]=[C:10]([C:12]([F:13])([F:14])[F:15])[CH:11]=2)[C:5]([O:7][CH3:8])=[O:6])[CH2:19][CH2:18]1. (4) Given the reactants [O:1]1[C:5]2[CH:6]=[CH:7][C:8]([C:10]3[N:11]=[C:12]([CH3:24])[C:13]4[C:18]([CH:19]=3)=[CH:17][C:16]([O:20][CH3:21])=[C:15]([O:22][CH3:23])[CH:14]=4)=[CH:9][C:4]=2[O:3]C1.B(Br)(Br)Br.[Cl-:29], predict the reaction product. The product is: [ClH:29].[CH3:21][O:20][C:16]1[CH:17]=[C:18]2[C:13](=[CH:14][C:15]=1[O:22][CH3:23])[C:12]([CH3:24])=[N:11][C:10]([C:8]1[CH:9]=[C:4]([OH:3])[C:5]([OH:1])=[CH:6][CH:7]=1)=[CH:19]2. (5) Given the reactants C[O:2][C:3]1[CH:4]=[C:5]([C:9]2[N:13]3[CH:14]=[CH:15][C:16]([CH3:18])=[N:17][C:12]3=[N:11][CH:10]=2)[CH:6]=[CH:7][CH:8]=1.[OH-].[Na+], predict the reaction product. The product is: [CH3:18][C:16]1[CH:15]=[CH:14][N:13]2[C:9]([C:5]3[CH:4]=[C:3]([OH:2])[CH:8]=[CH:7][CH:6]=3)=[CH:10][N:11]=[C:12]2[N:17]=1. (6) Given the reactants O1CCCC1.[CH3:6][O:7][C:8]([C:10]1[CH:18]=[CH:17][C:13]([C:14](O)=[O:15])=[CH:12][C:11]=1[N+:19]([O-:21])=[O:20])=[O:9].Cl, predict the reaction product. The product is: [OH:15][CH2:14][C:13]1[CH:17]=[CH:18][C:10]([C:8]([O:7][CH3:6])=[O:9])=[C:11]([N+:19]([O-:21])=[O:20])[CH:12]=1. (7) Given the reactants F[C:2]1[CH:7]=[CH:6][C:5]([C:8]([F:11])([F:10])[F:9])=[CH:4][C:3]=1[N+:12]([O-:14])=[O:13].[NH2:15][C:16]([CH3:28])([CH3:27])[CH2:17][CH2:18][NH:19][C:20](=[O:26])[O:21][C:22]([CH3:25])([CH3:24])[CH3:23], predict the reaction product. The product is: [CH3:28][C:16]([NH:15][C:2]1[CH:7]=[CH:6][C:5]([C:8]([F:11])([F:10])[F:9])=[CH:4][C:3]=1[N+:12]([O-:14])=[O:13])([CH3:27])[CH2:17][CH2:18][NH:19][C:20](=[O:26])[O:21][C:22]([CH3:24])([CH3:23])[CH3:25].